From a dataset of Catalyst prediction with 721,799 reactions and 888 catalyst types from USPTO. Predict which catalyst facilitates the given reaction. Reactant: [NH3:1].[C:2]([O:6][C:7](=[O:24])[NH:8][C@@H:9]([CH:22]=[CH2:23])[CH2:10][N:11]1[C:15]2[N:16]=[CH:17][N:18]=[C:19](Cl)[C:14]=2[C:13]([I:21])=[CH:12]1)([CH3:5])([CH3:4])[CH3:3]. Product: [C:2]([O:6][C:7](=[O:24])[NH:8][C@@H:9]([CH:22]=[CH2:23])[CH2:10][N:11]1[C:15]2[N:16]=[CH:17][N:18]=[C:19]([NH2:1])[C:14]=2[C:13]([I:21])=[CH:12]1)([CH3:5])([CH3:4])[CH3:3]. The catalyst class is: 5.